From a dataset of Forward reaction prediction with 1.9M reactions from USPTO patents (1976-2016). Predict the product of the given reaction. (1) Given the reactants [Cl-].[CH2:2]([N+:20]1[CH:24]=[CH:23][N:22]([CH3:25])[CH:21]=1)[CH2:3][CH2:4][CH2:5][CH2:6][CH2:7][CH2:8][CH2:9][CH2:10][CH2:11][CH2:12][CH2:13][CH2:14][CH2:15][CH2:16][CH2:17][CH2:18][CH3:19].[F:26][C:27]([F:35])([S:31]([O-:34])(=[O:33])=[O:32])[CH:28]([F:30])[F:29].[K+], predict the reaction product. The product is: [F:26][C:27]([F:35])([S:31]([O-:34])(=[O:33])=[O:32])[CH:28]([F:30])[F:29].[CH2:2]([N+:20]1[CH:24]=[CH:23][N:22]([CH3:25])[CH:21]=1)[CH2:3][CH2:4][CH2:5][CH2:6][CH2:7][CH2:8][CH2:9][CH2:10][CH2:11][CH2:12][CH2:13][CH2:14][CH2:15][CH2:16][CH2:17][CH2:18][CH3:19]. (2) The product is: [F:1][C:2]1[CH:7]=[C:6]([F:8])[CH:5]=[CH:4][C:3]=1[S:9]([NH:16][CH2:15][CH2:13][OH:14])(=[O:11])=[O:10]. Given the reactants [F:1][C:2]1[CH:7]=[C:6]([F:8])[CH:5]=[CH:4][C:3]=1[S:9](Cl)(=[O:11])=[O:10].[CH2:13]([CH2:15][NH2:16])[OH:14], predict the reaction product. (3) Given the reactants Cl[C:2]1[CH:3]=[C:4]([C:9]2[N:13]3[CH:14]=[CH:15][C:16]([C:19]([OH:22])([CH3:21])[CH3:20])=[C:17]([F:18])[C:12]3=[N:11][CH:10]=2)[CH:5]=[CH:6][C:7]=1[F:8].[F:23][C:24]([F:35])([F:34])[C:25]1[CH:30]=[CH:29][C:28](B(O)O)=[CH:27][CH:26]=1, predict the reaction product. The product is: [F:18][C:17]1[C:12]2[N:13]([C:9]([C:4]3[CH:5]=[CH:6][C:7]([F:8])=[C:2]([C:28]4[CH:29]=[CH:30][C:25]([C:24]([F:35])([F:34])[F:23])=[CH:26][CH:27]=4)[CH:3]=3)=[CH:10][N:11]=2)[CH:14]=[CH:15][C:16]=1[C:19]([OH:22])([CH3:21])[CH3:20]. (4) Given the reactants [CH3:1][C:2]1[C:10]([CH3:11])=[CH:9][CH:8]=[CH:7][C:3]=1[C:4]([OH:6])=O.[CH:12]([N:15](CC)[CH:16](C)[CH3:17])(C)[CH3:13].CN(C(ON1N=NC2C=CC=CC1=2)=[N+](C)C)C.[B-](F)(F)(F)F.C(NCC)C, predict the reaction product. The product is: [CH2:12]([N:15]([CH2:16][CH3:17])[C:4](=[O:6])[C:3]1[CH:7]=[CH:8][CH:9]=[C:10]([CH3:11])[C:2]=1[CH3:1])[CH3:13]. (5) Given the reactants [CH2:1]([C:3]1[CH:4]=[CH:5][C:6]([C:9]2[N:13]([C:14]3[CH:15]=[N:16][CH:17]=[CH:18][CH:19]=3)[N:12]=[C:11]([C:20]([N:22]3[CH2:27][CH2:26][C:25]([F:29])([F:28])[CH2:24][CH2:23]3)=[O:21])[CH:10]=2)=[N:7][CH:8]=1)[CH3:2].S(=O)(=O)(O)[OH:31].C(=O)([O-])[O-].[K+].[K+].CO, predict the reaction product. The product is: [C:1]([C:3]1[CH:4]=[CH:5][C:6]([C:9]2[N:13]([C:14]3[CH:15]=[N:16][CH:17]=[CH:18][CH:19]=3)[N:12]=[C:11]([C:20]([N:22]3[CH2:27][CH2:26][C:25]([F:29])([F:28])[CH2:24][CH2:23]3)=[O:21])[CH:10]=2)=[N:7][CH:8]=1)(=[O:31])[CH3:2]. (6) Given the reactants [CH3:1][C:2]1([CH3:25])[CH2:11][CH2:10][C:9]([CH3:13])([CH3:12])[C:8]2[CH:7]=[C:6]([C:14]3[S:18][C:17]([CH:19]4[CH2:24][CH2:23][NH:22][CH2:21][CH2:20]4)=[N:16][N:15]=3)[CH:5]=[CH:4][C:3]1=2.C([O:29][CH2:30][CH2:31][CH2:32][CH2:33]Br)(=O)C.[OH-].[Na+], predict the reaction product. The product is: [CH3:1][C:2]1([CH3:25])[CH2:11][CH2:10][C:9]([CH3:12])([CH3:13])[C:8]2[CH:7]=[C:6]([C:14]3[S:18][C:17]([CH:19]4[CH2:24][CH2:23][N:22]([CH2:33][CH2:32][CH2:31][CH2:30][OH:29])[CH2:21][CH2:20]4)=[N:16][N:15]=3)[CH:5]=[CH:4][C:3]1=2.